From a dataset of Peptide-MHC class I binding affinity with 185,985 pairs from IEDB/IMGT. Regression. Given a peptide amino acid sequence and an MHC pseudo amino acid sequence, predict their binding affinity value. This is MHC class I binding data. (1) The peptide sequence is YTTTIKPVSY. The MHC is HLA-A26:01 with pseudo-sequence HLA-A26:01. The binding affinity (normalized) is 0.374. (2) The peptide sequence is PLWESATEV. The MHC is HLA-A30:01 with pseudo-sequence HLA-A30:01. The binding affinity (normalized) is 0.0847. (3) The MHC is HLA-A02:01 with pseudo-sequence HLA-A02:01. The binding affinity (normalized) is 0.0847. The peptide sequence is SCRVKLSAL.